Dataset: Peptide-MHC class I binding affinity with 185,985 pairs from IEDB/IMGT. Task: Regression. Given a peptide amino acid sequence and an MHC pseudo amino acid sequence, predict their binding affinity value. This is MHC class I binding data. (1) The MHC is HLA-A02:01 with pseudo-sequence HLA-A02:01. The binding affinity (normalized) is 0.732. The peptide sequence is VLFSGVSWTM. (2) The peptide sequence is GTSNRTPTV. The MHC is HLA-A03:01 with pseudo-sequence HLA-A03:01. The binding affinity (normalized) is 0. (3) The peptide sequence is QAYAAPQLF. The MHC is HLA-A29:02 with pseudo-sequence HLA-A29:02. The binding affinity (normalized) is 0.689. (4) The peptide sequence is ERFLAQEQL. The MHC is Mamu-B1001 with pseudo-sequence Mamu-B1001. The binding affinity (normalized) is 0. (5) The peptide sequence is ISDPAFKVF. The MHC is HLA-B08:02 with pseudo-sequence HLA-B08:02. The binding affinity (normalized) is 0.0847. (6) The peptide sequence is AEFKYIAAV. The MHC is Mamu-A11 with pseudo-sequence Mamu-A11. The binding affinity (normalized) is 0.961. (7) The peptide sequence is FMGRIRSVY. The MHC is HLA-A11:01 with pseudo-sequence HLA-A11:01. The binding affinity (normalized) is 0.0932.